This data is from Peptide-MHC class I binding affinity with 185,985 pairs from IEDB/IMGT. The task is: Regression. Given a peptide amino acid sequence and an MHC pseudo amino acid sequence, predict their binding affinity value. This is MHC class I binding data. (1) The peptide sequence is TSAYLVSIFL. The MHC is Mamu-A01 with pseudo-sequence Mamu-A01. The binding affinity (normalized) is 0.612. (2) The peptide sequence is VGNVYVKK. The MHC is Mamu-B52 with pseudo-sequence Mamu-B52. The binding affinity (normalized) is 0.489. (3) The peptide sequence is TKDETREQL. The MHC is HLA-B39:01 with pseudo-sequence HLA-B39:01. The binding affinity (normalized) is 0.554. (4) The peptide sequence is APPPQRAAM. The MHC is HLA-B15:01 with pseudo-sequence HLA-B15:01. The binding affinity (normalized) is 0.266. (5) The peptide sequence is TYSSSMMWEI. The MHC is HLA-A23:01 with pseudo-sequence HLA-A23:01. The binding affinity (normalized) is 0.500. (6) The peptide sequence is GTSLTQKVVI. The MHC is HLA-B57:01 with pseudo-sequence HLA-B57:01. The binding affinity (normalized) is 0.285. (7) The peptide sequence is KQMEDGHTL. The MHC is HLA-B18:01 with pseudo-sequence HLA-B18:01. The binding affinity (normalized) is 0.0847. (8) The peptide sequence is GTSKIKMKW. The MHC is HLA-A31:01 with pseudo-sequence HLA-A31:01. The binding affinity (normalized) is 0.0847.